From a dataset of Retrosynthesis with 50K atom-mapped reactions and 10 reaction types from USPTO. Predict the reactants needed to synthesize the given product. (1) Given the product O=C1CNCc2[nH]c3ccccc3c21, predict the reactants needed to synthesize it. The reactants are: O=C1CN(C(=O)c2ccccc2)Cc2[nH]c3ccccc3c21. (2) Given the product COC(=O)CCSCCCCCCBr, predict the reactants needed to synthesize it. The reactants are: BrCCCCCCBr.COC(=O)CCS. (3) Given the product CNC1CCN(C(=O)OC(C)(C)C)CC1, predict the reactants needed to synthesize it. The reactants are: CC(C)(C)OC(=O)N1CCC(=O)CC1.CN. (4) Given the product CNc1ncc2cc(-c3c(C)ccc4c(Nc5cccc(OC(F)(F)F)c5)nc(C)nc34)ccc2n1, predict the reactants needed to synthesize it. The reactants are: CNc1ncc2cc(B3OC(C)(C)C(C)(C)O3)ccc2n1.Cc1nc(Nc2cccc(OC(F)(F)F)c2)c2ccc(C)c(I)c2n1. (5) Given the product Cn1ncc(C(=O)N2CCOCC2)c1C(=O)Nc1cc2nc(-c3ccccc3)cn2c(N2CCOCC2)n1, predict the reactants needed to synthesize it. The reactants are: C1COCCN1.Cn1ncc(C(=O)O)c1C(=O)Nc1cc2nc(-c3ccccc3)cn2c(N2CCOCC2)n1. (6) Given the product CCN1CCNC(CN2CCN(C(=O)Nc3ccc(Cl)c(Cl)c3)CC2)C1, predict the reactants needed to synthesize it. The reactants are: CCN1CCN(C(=O)OCc2ccccc2)C(CN2CCN(C(=O)Nc3ccc(Cl)c(Cl)c3)CC2)C1. (7) Given the product O=C(O)c1ccc(Nc2nccc(-c3c[nH]nc3-c3cccc(OCc4ccccc4)c3)n2)cc1, predict the reactants needed to synthesize it. The reactants are: Clc1nccc(-c2c[nH]nc2-c2cccc(OCc3ccccc3)c2)n1.Nc1ccc(C(=O)O)cc1.